Dataset: Full USPTO retrosynthesis dataset with 1.9M reactions from patents (1976-2016). Task: Predict the reactants needed to synthesize the given product. (1) The reactants are: [CH2:1]([O:4][C:5]1[CH:10]=[CH:9][CH:8]=[CH:7][C:6]=1[CH:11]1[C:20]2[CH:19]=[C:18]3[O:21][CH2:22][O:23][C:17]3=[CH:16][C:15]=2[NH:14][C:13](=O)[CH2:12]1)[CH2:2][CH3:3].C(OC1C=CC=CC=1C=CC(O)=O)CC.P12(SP3(SP(SP(S3)(S1)=S)(=S)S2)=S)=S.[CH:54]([NH:56]N)=O.C(#[N:60])C. Given the product [CH2:1]([O:4][C:5]1[CH:10]=[CH:9][CH:8]=[CH:7][C:6]=1[CH:11]1[C:20]2[C:15](=[CH:16][C:17]3[O:23][CH2:22][O:21][C:18]=3[CH:19]=2)[N:14]2[N:60]=[CH:54][N:56]=[C:13]2[CH2:12]1)[CH2:2][CH3:3], predict the reactants needed to synthesize it. (2) Given the product [CH3:34][N:31]1[CH2:30][CH2:29][N:28]([C:25]2[CH:24]=[CH:23][C:22]([NH:19][C:20]([NH2:1])=[S:21])=[CH:27][CH:26]=2)[CH2:33][CH2:32]1, predict the reactants needed to synthesize it. The reactants are: [N:1]1(CCOC2C=CC(NC(N)=O)=CC=2)CCCC1.[N:19]([C:22]1[CH:27]=[CH:26][C:25]([N:28]2[CH2:33][CH2:32][N:31]([CH3:34])[CH2:30][CH2:29]2)=[CH:24][CH:23]=1)=[C:20]=[S:21]. (3) Given the product [Br-:2].[C:3]([N+:7]([CH3:1])([CH3:25])[CH2:8][CH2:9][C@@H:10]([C:17]1[CH:22]=[C:21]([CH3:23])[CH:20]=[CH:19][C:18]=1[OH:24])[C:11]1[CH:16]=[CH:15][CH:14]=[CH:13][CH:12]=1)([CH3:6])([CH3:5])[CH3:4], predict the reactants needed to synthesize it. The reactants are: [CH3:1][Br:2].[C:3]([N:7]([CH3:25])[CH2:8][CH2:9][C@@H:10]([C:17]1[CH:22]=[C:21]([CH3:23])[CH:20]=[CH:19][C:18]=1[OH:24])[C:11]1[CH:16]=[CH:15][CH:14]=[CH:13][CH:12]=1)([CH3:6])([CH3:5])[CH3:4].